From a dataset of Reaction yield outcomes from USPTO patents with 853,638 reactions. Predict the reaction yield, written as a fraction of the theoretical maximum amount of product (1.0 means a 100% yield; for example, 0.34 means a 34% yield). The reactants are [F:1][C:2]1[CH:7]=[CH:6][C:5]([CH2:8][C:9]2[CH:18]=[C:17]3[C:12]([C:13]([OH:30])=[C:14]([C:25](OCC)=[O:26])[C:15](=[O:24])[N:16]3[CH2:19][C:20]([F:23])([F:22])[F:21])=[N:11][CH:10]=2)=[CH:4][CH:3]=1.[NH2:31][C@H:32]([CH3:35])[CH2:33][OH:34]. No catalyst specified. The product is [F:1][C:2]1[CH:7]=[CH:6][C:5]([CH2:8][C:9]2[CH:18]=[C:17]3[C:12]([C:13]([OH:30])=[C:14]([C:25]([NH:31][C@H:32]([CH3:35])[CH2:33][OH:34])=[O:26])[C:15](=[O:24])[N:16]3[CH2:19][C:20]([F:23])([F:22])[F:21])=[N:11][CH:10]=2)=[CH:4][CH:3]=1. The yield is 0.950.